Predict the product of the given reaction. From a dataset of Forward reaction prediction with 1.9M reactions from USPTO patents (1976-2016). (1) Given the reactants I[C:2]1[CH:3]=[N:4][CH:5]=[CH:6][CH:7]=1.[CH3:8][O:9][C:10]1[CH:15]=[CH:14][CH:13]=[CH:12][C:11]=1B(O)O.C(=O)([O-])[O-].[Na+].[Na+], predict the reaction product. The product is: [CH3:8][O:9][C:10]1[CH:15]=[CH:14][CH:13]=[CH:12][C:11]=1[C:2]1[CH:3]=[N:4][CH:5]=[CH:6][CH:7]=1. (2) Given the reactants [F:1][C:2]1[C:7]([NH2:8])=[CH:6][CH:5]=[C:4]([F:9])[C:3]=1[NH:10][C:11]1[C:16]([C:17]2[N:25]=[CH:24][N:23]=[C:22]3[C:18]=2[N:19]=[CH:20][N:21]3[CH:26]2[CH2:31][CH2:30][CH2:29][CH2:28][O:27]2)=[CH:15][CH:14]=[CH:13][N:12]=1.[C:32]1([S:38](Cl)(=[O:40])=[O:39])[CH:37]=[CH:36][CH:35]=[CH:34][CH:33]=1.N1C=CC=CC=1, predict the reaction product. The product is: [F:1][C:2]1[C:3]([NH:10][C:11]2[C:16]([C:17]3[N:25]=[CH:24][N:23]=[C:22]4[C:18]=3[N:19]=[CH:20][N:21]4[CH:26]3[CH2:31][CH2:30][CH2:29][CH2:28][O:27]3)=[CH:15][CH:14]=[CH:13][N:12]=2)=[C:4]([F:9])[CH:5]=[CH:6][C:7]=1[NH:8][S:38]([C:32]1[CH:37]=[CH:36][CH:35]=[CH:34][CH:33]=1)(=[O:40])=[O:39]. (3) Given the reactants C([O:3][C:4](=[O:29])[CH:5]([C:10]1[CH:15]=[CH:14][C:13]([C:16]2[CH:21]=[CH:20][N:19]=[C:18]([O:22][CH3:23])[CH:17]=2)=[C:12]([O:24][CH2:25][CH:26]2[CH2:28][CH2:27]2)[CH:11]=1)[CH2:6][CH:7]([CH3:9])[CH3:8])C.[OH-].[K+], predict the reaction product. The product is: [CH:26]1([CH2:25][O:24][C:12]2[CH:11]=[C:10]([CH:5]([CH2:6][CH:7]([CH3:9])[CH3:8])[C:4]([OH:29])=[O:3])[CH:15]=[CH:14][C:13]=2[C:16]2[CH:21]=[CH:20][N:19]=[C:18]([O:22][CH3:23])[CH:17]=2)[CH2:27][CH2:28]1.